Predict the reaction yield, written as a fraction of the theoretical maximum amount of product (1.0 means a 100% yield; for example, 0.34 means a 34% yield). From a dataset of Reaction yield outcomes from USPTO patents with 853,638 reactions. (1) The reactants are [CH3:1]C(C)([O-])C.[K+].[C:7]([O:17][C:18]([CH3:21])(C)C)(=[O:16])[CH2:8][C:9]([O:11][C:12]([CH3:15])([CH3:14])[CH3:13])=[O:10].ClCC1([C:27]2[CH:32]=[CH:31][CH:30]=[CH:29][CH:28]=2)CO1.CCCCCC. The catalyst is C(O)(C)(C)C.O1CCCC1. The product is [C:12]([O:11][C:9]([C@:8]12[CH2:1][C@@:21]1([C:27]1[CH:32]=[CH:31][CH:30]=[CH:29][CH:28]=1)[CH2:18][O:17][C:7]2=[O:16])=[O:10])([CH3:13])([CH3:14])[CH3:15]. The yield is 0.540. (2) The product is [Cl:1][C:2]1[C:3]([F:11])=[C:4]2[C:10]([N+:12]([O-:14])=[O:13])=[CH:9][NH:8][C:5]2=[N:6][CH:7]=1. No catalyst specified. The reactants are [Cl:1][C:2]1[C:3]([F:11])=[C:4]2[CH:10]=[CH:9][NH:8][C:5]2=[N:6][CH:7]=1.[N+:12]([O-])([OH:14])=[O:13]. The yield is 0.860.